Dataset: Forward reaction prediction with 1.9M reactions from USPTO patents (1976-2016). Task: Predict the product of the given reaction. (1) Given the reactants Cl[C:2]1[C:3]([NH2:9])=[N:4][CH:5]=[N:6][C:7]=1Cl.[NH2:10][C:11]1[CH:12]=[C:13]([OH:17])[CH:14]=[CH:15][CH:16]=1.[F:18][C:19]1[CH:40]=[CH:39][CH:38]=[CH:37][C:20]=1[O:21][C:22]1[CH:27]=[CH:26][C:25](B2OC(C)(C)C(C)(C)O2)=[CH:24][N:23]=1.[C:41](Cl)(=[O:44])[CH:42]=[CH2:43], predict the reaction product. The product is: [NH2:9][C:3]1[N:4]=[CH:5][N:6]=[C:7]([O:17][C:13]2[CH:12]=[C:11]([NH:10][C:41](=[O:44])[CH:42]=[CH2:43])[CH:16]=[CH:15][CH:14]=2)[C:2]=1[C:25]1[CH:24]=[N:23][C:22]([O:21][C:20]2[CH:37]=[CH:38][CH:39]=[CH:40][C:19]=2[F:18])=[CH:27][CH:26]=1. (2) Given the reactants Br[C:2]1[CH:3]=[C:4]2[C:9](=[CH:10][C:11]=1[Cl:12])[N:8]=[CH:7][N:6]=[C:5]2[N:13]1[CH2:18][CH2:17][N:16]([C:19]([O:21][C:22]([CH3:25])([CH3:24])[CH3:23])=[O:20])[CH2:15][CH2:14]1.[C:26]1(B(O)O)[CH:31]=[CH:30][CH:29]=[CH:28][CH:27]=1.C([O-])([O-])=O.[Na+].[Na+], predict the reaction product. The product is: [Cl:12][C:11]1[CH:10]=[C:9]2[C:4]([C:5]([N:13]3[CH2:18][CH2:17][N:16]([C:19]([O:21][C:22]([CH3:25])([CH3:24])[CH3:23])=[O:20])[CH2:15][CH2:14]3)=[N:6][CH:7]=[N:8]2)=[CH:3][C:2]=1[C:26]1[CH:31]=[CH:30][CH:29]=[CH:28][CH:27]=1. (3) Given the reactants [C:1]([C:4]1[CH:8]([C:9]2[CH:14]=[CH:13][C:12]([Cl:15])=[CH:11][CH:10]=2)[N:7]([CH2:16][C:17]2[CH:22]=[CH:21][C:20]([O:23][CH3:24])=[CH:19][CH:18]=2)[C:6](=[O:25])[C:5]=1O)(=O)[CH3:2].[NH:27]([C:29]1[C:30]([O:35][CH3:36])=[N:31][CH:32]=[CH:33][CH:34]=1)[NH2:28], predict the reaction product. The product is: [Cl:15][C:12]1[CH:13]=[CH:14][C:9]([CH:8]2[C:4]3[C:1]([CH3:2])=[N:28][N:27]([C:29]4[C:30]([O:35][CH3:36])=[N:31][CH:32]=[CH:33][CH:34]=4)[C:5]=3[C:6](=[O:25])[N:7]2[CH2:16][C:17]2[CH:18]=[CH:19][C:20]([O:23][CH3:24])=[CH:21][CH:22]=2)=[CH:10][CH:11]=1. (4) Given the reactants [F:1][C:2]1[CH:3]=[C:4]([CH:6]=[CH:7][C:8]=1[O:9][CH3:10])[NH2:5].C([O-])(O)=O.[Na+].Cl[C:17]([O:19][CH3:20])=[O:18], predict the reaction product. The product is: [CH3:20][O:19][C:17](=[O:18])[NH:5][C:4]1[CH:6]=[CH:7][C:8]([O:9][CH3:10])=[C:2]([F:1])[CH:3]=1. (5) Given the reactants [O:1]([CH2:8][C:9]([NH:11][C@@H:12]1[C:44](=[O:45])[N:14]2[CH:15]([C:38]([O:40]CC=C)=[O:39])[C:16]([CH2:19][O:20][C:21]3[CH:26]=[CH:25][CH:24]=[CH:23][C:22]=3[C:27]3[NH:36][C:35](=[O:37])[C:34]4[C:29](=[CH:30][CH:31]=[CH:32][CH:33]=4)[N:28]=3)=[CH:17][S:18][C@H:13]12)=[O:10])[C:2]1[CH:7]=[CH:6][CH:5]=[CH:4][CH:3]=1.C(C(CCCC)C([O-])=O)C.[Na+].C1C=CC(P(C2C=CC=CC=2)C2C=CC=CC=2)=CC=1.CC(O)=O, predict the reaction product. The product is: [O:1]([CH2:8][C:9]([NH:11][C@@H:12]1[C:44](=[O:45])[N:14]2[CH:15]([C:38]([OH:40])=[O:39])[C:16]([CH2:19][O:20][C:21]3[CH:26]=[CH:25][CH:24]=[CH:23][C:22]=3[C:27]3[NH:36][C:35](=[O:37])[C:34]4[C:29](=[CH:30][CH:31]=[CH:32][CH:33]=4)[N:28]=3)=[CH:17][S:18][C@H:13]12)=[O:10])[C:2]1[CH:3]=[CH:4][CH:5]=[CH:6][CH:7]=1. (6) Given the reactants Cl[C:2]1[CH:7]=[CH:6][N+:5]([O-:8])=[CH:4][C:3]=1[CH3:9].[OH-].[Na+].[CH2:12]([OH:21])[CH2:13][CH2:14][CH2:15][CH2:16][CH2:17][CH2:18][CH2:19][OH:20].Cl, predict the reaction product. The product is: [OH:20][CH2:19][CH2:18][CH2:17][CH2:16][CH2:15][CH2:14][CH2:13][CH2:12][O:21][C:2]1[CH:7]=[CH:6][N+:5]([O-:8])=[CH:4][C:3]=1[CH3:9]. (7) The product is: [NH2:13][C:17]1[C:30]2[C:29](=[CH:34][CH:33]=[C:32]([Cl:40])[CH:31]=2)[NH:28][C:27]=1[C:4]([O:6][CH2:35][CH3:38])=[O:5]. Given the reactants NC1C=CC(Cl)=CC=1[C:4]([OH:6])=[O:5].O[N:13]1[C:17](=O)CCC1=O.C1(N=[C:27]=[N:28][CH:29]2[CH2:34][CH2:33][CH2:32][CH2:31][CH2:30]2)CCCCC1.[C:35](N)([CH3:38])(C)C.[Cl:40]CCl, predict the reaction product. (8) Given the reactants Cl.Cl[C:3]1C=C(NN)C=CC=1.[Cl:11][C:12]1[CH:13]=[C:14]([N:19]2[C:23]([C:24]3[CH:29]=[C:28]([F:30])[CH:27]=[C:26](Cl)[CH:25]=3)=[CH:22][C:21]([C:32]([O:34][CH2:35][CH3:36])=[O:33])=[N:20]2)[CH:15]=[CH:16][C:17]=1F, predict the reaction product. The product is: [Cl:11][C:12]1[CH:13]=[C:14]([N:19]2[C:23]([C:24]3[CH:25]=[C:26]([CH3:3])[CH:27]=[C:28]([F:30])[CH:29]=3)=[CH:22][C:21]([C:32]([O:34][CH2:35][CH3:36])=[O:33])=[N:20]2)[CH:15]=[CH:16][CH:17]=1.